This data is from Full USPTO retrosynthesis dataset with 1.9M reactions from patents (1976-2016). The task is: Predict the reactants needed to synthesize the given product. (1) The reactants are: FC(F)(F)S(O[C:7]1[CH:16]=[CH:15][C:14]2[C:9](=[CH:10][C:11]([OH:35])=[C:12]([C:17]3[N:18]=[N:19][C:20]([N:23]([CH3:34])[CH:24]4[CH2:29][C:28]([CH3:31])([CH3:30])[NH:27][C:26]([CH3:33])([CH3:32])[CH2:25]4)=[CH:21][CH:22]=3)[CH:13]=2)[CH:8]=1)(=O)=O.[CH3:38][N:39](C=O)C. Given the product [OH:35][C:11]1[CH:10]=[C:9]2[C:14]([CH:15]=[CH:16][C:7]([C:38]#[N:39])=[CH:8]2)=[CH:13][C:12]=1[C:17]1[N:18]=[N:19][C:20]([N:23]([CH3:34])[CH:24]2[CH2:25][C:26]([CH3:33])([CH3:32])[NH:27][C:28]([CH3:30])([CH3:31])[CH2:29]2)=[CH:21][CH:22]=1, predict the reactants needed to synthesize it. (2) Given the product [Cl:1][C:2]1[CH:7]=[CH:6][C:5]([O:8][C:9]2[CH:14]=[CH:13][C:12]([CH2:15][CH2:16][O:17][C:18]3[N:19]([CH3:36])[CH:20]=[C:21]([CH2:25][C:26]4[CH:31]=[N:30][CH:29]=[N:28][CH:27]=4)[C:22](=[O:24])[N:23]=3)=[CH:11][CH:10]=2)=[CH:4][C:3]=1[C:32]([F:35])([F:33])[F:34], predict the reactants needed to synthesize it. The reactants are: [Cl:1][C:2]1[CH:7]=[CH:6][C:5]([O:8][C:9]2[CH:14]=[CH:13][C:12]([CH2:15][CH2:16][O:17][C:18]3[NH:19][CH:20]=[C:21]([CH2:25][C:26]4[CH:27]=[N:28][CH:29]=[N:30][CH:31]=4)[C:22](=[O:24])[N:23]=3)=[CH:11][CH:10]=2)=[CH:4][C:3]=1[C:32]([F:35])([F:34])[F:33].[CH3:36]CN(C(C)C)C(C)C.CI. (3) Given the product [N+:17]([C:20]1[CH:25]=[C:24]([CH3:23])[C:26]([OH:27])=[C:39]([CH3:1])[C:38]=1[OH:37])([O-:19])=[O:18], predict the reactants needed to synthesize it. The reactants are: [CH3:1]C1C([N+]([O-])=O)=CC([N+]([O-])=O)=CC=1[N+]([O-])=O.[N+:17]([C:20]1C=C(CO)[CH:23]=[C:24]([CH2:26][OH:27])[CH:25]=1)([O-:19])=[O:18].C(O[SiH]([O:37][CH2:38][CH3:39])OCC)C. (4) Given the product [O:13]=[C:9]1[NH:10][CH:11]=[N:12][C:7]([N:1]2[CH2:6][CH2:5][N:4]([CH2:19][C:18]3[CH:17]=[C:16]([CH:23]=[CH:22][CH:21]=3)[C:14]#[N:15])[CH2:3][CH2:2]2)=[CH:8]1, predict the reactants needed to synthesize it. The reactants are: [N:1]1([C:7]2[N:12]=[CH:11][NH:10][C:9](=[O:13])[CH:8]=2)[CH2:6][CH2:5][NH:4][CH2:3][CH2:2]1.[C:14]([C:16]1[CH:17]=[C:18]([CH:21]=[CH:22][CH:23]=1)[CH:19]=O)#[N:15]. (5) Given the product [CH2:1]([O:3][C:4]([C:5]1[C:39]2[CH2:40][CH2:41][N:36]([C:33]3[CH:32]=[CH:31][C:30]([N:26]4[CH2:27][CH2:28][CH2:29][CH2:24][C:25]4=[O:43])=[CH:35][CH:34]=3)[C:37](=[O:42])[C:38]=2[N:7]([C:8]2[CH:13]=[CH:12][C:11]([O:14][CH3:15])=[CH:10][CH:9]=2)[N:6]=1)=[O:17])[CH3:2], predict the reactants needed to synthesize it. The reactants are: [CH2:1]([O:3][C:4](=[O:17])[C:5](Cl)=[N:6][NH:7][C:8]1[CH:13]=[CH:12][C:11]([O:14][CH3:15])=[CH:10][CH:9]=1)[CH3:2].N1([C:24]2[C:25](=[O:43])[N:26]([C:30]3[CH:35]=[CH:34][C:33]([N:36]4[CH2:41][CH2:40][CH2:39][CH2:38][C:37]4=[O:42])=[CH:32][CH:31]=3)[CH2:27][CH2:28][CH:29]=2)CCOCC1.C(N(CC)CC)C.Cl. (6) Given the product [NH2:40][C:37]1[N:38]=[CH:39][C:34]([C:2]2[C:3]3[CH2:12][CH2:11][N:10]([C@@:13]4([CH3:25])[CH2:17][CH2:16][N:15]([C:18]([O:20][C:21]([CH3:24])([CH3:23])[CH3:22])=[O:19])[CH2:14]4)[C:4]=3[N:5]=[C:6]([S:8][CH3:9])[N:7]=2)=[CH:35][N:36]=1, predict the reactants needed to synthesize it. The reactants are: Cl[C:2]1[C:3]2[CH2:12][CH2:11][N:10]([C@@:13]3([CH3:25])[CH2:17][CH2:16][N:15]([C:18]([O:20][C:21]([CH3:24])([CH3:23])[CH3:22])=[O:19])[CH2:14]3)[C:4]=2[N:5]=[C:6]([S:8][CH3:9])[N:7]=1.CC1(C)C(C)(C)OB([C:34]2[CH:35]=[N:36][C:37]([NH2:40])=[N:38][CH:39]=2)O1.C([O-])([O-])=O.[Na+].[Na+]. (7) Given the product [Cl:11][C:9]1[CH:8]=[C:4]([CH:3]=[C:2]([O:14][CH:13]([CH3:15])[CH3:12])[N:10]=1)[C:5]([OH:7])=[O:6], predict the reactants needed to synthesize it. The reactants are: Cl[C:2]1[CH:3]=[C:4]([CH:8]=[C:9]([Cl:11])[N:10]=1)[C:5]([OH:7])=[O:6].[CH3:12][CH:13]([CH3:15])[O-:14].[Na+].